This data is from Forward reaction prediction with 1.9M reactions from USPTO patents (1976-2016). The task is: Predict the product of the given reaction. (1) The product is: [C:1]12([CH2:11][O:12][C:13]3[C:25](/[CH:32]=[CH:31]/[CH2:30][O:29][CH3:28])=[CH:24][C:16]([C:17]([O:19][C:20]([CH3:23])([CH3:22])[CH3:21])=[O:18])=[C:15]([F:27])[CH:14]=3)[CH2:10][CH:5]3[CH2:6][CH:7]([CH2:9][CH:3]([CH2:4]3)[CH2:2]1)[CH2:8]2. Given the reactants [C:1]12([CH2:11][O:12][C:13]3[C:25](Br)=[CH:24][C:16]([C:17]([O:19][C:20]([CH3:23])([CH3:22])[CH3:21])=[O:18])=[C:15]([F:27])[CH:14]=3)[CH2:10][CH:5]3[CH2:6][CH:7]([CH2:9][CH:3]([CH2:4]3)[CH2:2]1)[CH2:8]2.[CH3:28][O:29][CH2:30]/[CH:31]=[CH:32]/B(O)O.C(=O)(O)[O-].[Na+], predict the reaction product. (2) Given the reactants FC(F)(F)C(O)=O.[Cl:8][C:9]1[CH:14]=[C:13]2[NH:15][C:16](=[O:38])[C:17]3([CH:21]([C:22]4[CH:27]=[CH:26][CH:25]=[C:24]([Cl:28])[C:23]=4[F:29])[CH:20]([C:30](O)=[O:31])[NH:19][CH:18]3[CH2:33][C:34]([CH3:37])([CH3:36])[CH3:35])[C:12]2=[CH:11][CH:10]=1.C(N(C(C)C)CC)(C)C.C1(P(Cl)(C2C=CC=CC=2)=O)C=CC=CC=1.[NH2:63][C:64]1[CH:69]=[CH:68][C:67]([C:70](=[O:72])[CH3:71])=[CH:66][C:65]=1[O:73][CH3:74], predict the reaction product. The product is: [C:70]([C:67]1[CH:68]=[CH:69][C:64]([NH:63][C:30]([CH:20]2[NH:19][CH:18]([CH2:33][C:34]([CH3:37])([CH3:36])[CH3:35])[C:17]3([C:12]4[C:13](=[CH:14][C:9]([Cl:8])=[CH:10][CH:11]=4)[NH:15][C:16]3=[O:38])[CH:21]2[C:22]2[CH:27]=[CH:26][CH:25]=[C:24]([Cl:28])[C:23]=2[F:29])=[O:31])=[C:65]([O:73][CH3:74])[CH:66]=1)(=[O:72])[CH3:71]. (3) Given the reactants [OH:1][C:2]1[CH:11]=[C:10]2[C:5]([C:6]([O:12][C:13]3[CH:14]=[C:15]4[C:19](=[CH:20][CH:21]=3)[NH:18][CH:17]=[C:16]4[CH3:22])=[N:7][CH:8]=[N:9]2)=[CH:4][C:3]=1[O:23][CH3:24].C(=O)([O-])[O-].[K+].[K+].Cl.Cl[CH2:33][CH2:34][N:35]1[CH2:40][CH2:39][O:38][CH2:37][CH2:36]1, predict the reaction product. The product is: [CH3:24][O:23][C:3]1[CH:4]=[C:5]2[C:10](=[CH:11][C:2]=1[O:1][CH2:33][CH2:34][N:35]1[CH2:40][CH2:39][O:38][CH2:37][CH2:36]1)[N:9]=[CH:8][N:7]=[C:6]2[O:12][C:13]1[CH:14]=[C:15]2[C:19](=[CH:20][CH:21]=1)[NH:18][CH:17]=[C:16]2[CH3:22]. (4) Given the reactants C(N1C2C(=CC(S(N)(=O)=O)=CC=2)CC1)C.[C:16]([N:19]1[C:27]2[C:22](=[CH:23][CH:24]=[C:25]([S:28]([NH2:31])(=[O:30])=[O:29])[CH:26]=2)[CH2:21][CH2:20]1)(=O)[CH3:17], predict the reaction product. The product is: [CH2:16]([N:19]1[C:27]2[C:22](=[CH:23][CH:24]=[C:25]([S:28]([NH2:31])(=[O:29])=[O:30])[CH:26]=2)[CH2:21][CH2:20]1)[CH3:17]. (5) Given the reactants [C:1]([CH:24](O)[CH2:25][CH2:26][C:27](=[O:49])[CH2:28][CH2:29][CH2:30][CH2:31][CH2:32][CH2:33][CH2:34][CH2:35][CH2:36][CH2:37][CH2:38]/[CH:39]=[CH:40]\[CH2:41][CH2:42][CH2:43][CH2:44][CH2:45][CH2:46][CH2:47][CH3:48])(=[O:23])[CH2:2][CH2:3][CH2:4][CH2:5][CH2:6][CH2:7][CH2:8][CH2:9][CH2:10][CH2:11][CH2:12]/[CH:13]=[CH:14]\[CH2:15][CH2:16][CH2:17][CH2:18][CH2:19][CH2:20][CH2:21][CH3:22].[C:51]([OH:70])(=O)[CH2:52][CH2:53][CH2:54][CH2:55][CH2:56][CH2:57][CH2:58]/[CH:59]=[CH:60]\[CH2:61][CH2:62][CH2:63][CH2:64][CH2:65][CH2:66][CH2:67][CH3:68].C1(N=C=NC2CCCCC2)CCCCC1, predict the reaction product. The product is: [C:27]([CH2:26][CH:25]([C:51](=[O:70])[CH2:52][CH2:53][CH2:54][CH2:55][CH2:56][CH2:57][CH2:58]/[CH:59]=[CH:60]\[CH2:61][CH2:62][CH2:63][CH2:64][CH2:65][CH2:66][CH2:67][CH3:68])[CH2:24][C:1](=[O:23])[CH2:2][CH2:3][CH2:4][CH2:5][CH2:6][CH2:7][CH2:8][CH2:9][CH2:10][CH2:11][CH2:12]/[CH:13]=[CH:14]\[CH2:15][CH2:16][CH2:17][CH2:18][CH2:19][CH2:20][CH2:21][CH3:22])(=[O:49])[CH2:28][CH2:29][CH2:30][CH2:31][CH2:32][CH2:33][CH2:34][CH2:35][CH2:36][CH2:37][CH2:38]/[CH:39]=[CH:40]\[CH2:41][CH2:42][CH2:43][CH2:44][CH2:45][CH2:46][CH2:47][CH3:48].